From a dataset of Catalyst prediction with 721,799 reactions and 888 catalyst types from USPTO. Predict which catalyst facilitates the given reaction. (1) Reactant: [Cl:1][C:2]1[CH:3]=[C:4]([C:9](=O)[C:10]([OH:12])=O)[CH:5]=[C:6]([Cl:8])[CH:7]=1.S(=O)(=O)(O)O.[NH:19]([C:21]([S:23][CH3:24])=[NH:22])[NH2:20]. Product: [Cl:1][C:2]1[CH:3]=[C:4]([C:9]2[N:20]=[N:19][C:21]([S:23][CH3:24])=[N:22][C:10]=2[OH:12])[CH:5]=[C:6]([Cl:8])[CH:7]=1. The catalyst class is: 8. (2) Reactant: Cl.Cl[C:3]1[CH:8]=[CH:7][C:6]([C:9]([C:49]2[CH:54]=[CH:53][C:52](Cl)=[CH:51][CH:50]=2)([OH:48])[CH2:10][NH:11][C:12]2[N:20]=[C:19]([N:21]3[CH2:25][CH2:24][C@@H:23]([NH:26][C:27]([NH:29][C:30]4[CH:31]=[N:32][CH:33]=[CH:34][CH:35]=4)=[O:28])[CH2:22]3)[N:18]=[C:17]3[C:13]=2[N:14]=[CH:15][N:16]3[C@@H:36]2[CH2:40][C@H:39]([NH:41][C:42](=[O:45])[CH2:43][CH3:44])[C@@H:38]([OH:46])[C@H:37]2[OH:47])=[CH:5][CH:4]=1.C([O-])=O.[NH4+]. Product: [OH:46][C@H:38]1[C@@H:37]([OH:47])[C@H:36]([N:16]2[CH:15]=[N:14][C:13]3[C:17]2=[N:18][C:19]([N:21]2[CH2:25][CH2:24][C@@H:23]([NH:26][C:27]([NH:29][C:30]4[CH:31]=[N:32][CH:33]=[CH:34][CH:35]=4)=[O:28])[CH2:22]2)=[N:20][C:12]=3[NH:11][CH2:10][C:9]([OH:48])([C:49]2[CH:50]=[CH:51][CH:52]=[CH:53][CH:54]=2)[C:6]2[CH:5]=[CH:4][CH:3]=[CH:8][CH:7]=2)[CH2:40][C@@H:39]1[NH:41][C:42](=[O:45])[CH2:43][CH3:44]. The catalyst class is: 261. (3) Reactant: [ClH:1].C(OC([NH:9][CH2:10][CH2:11][NH:12][C:13]([CH3:20])([CH3:19])[C:14]([O:16][CH2:17][CH3:18])=[O:15])=O)(C)(C)C. Product: [ClH:1].[NH2:9][CH2:10][CH2:11][NH:12][C:13]([CH3:19])([CH3:20])[C:14]([O:16][CH2:17][CH3:18])=[O:15]. The catalyst class is: 12. (4) Reactant: [NH:1]1[C:5]2=[N:6][CH:7]=[CH:8][CH:9]=[C:4]2[C:3]([CH:10]=[O:11])=[CH:2]1.O[C:13]1[C:18]2C(=O)CO[C:17]=2[CH:16]=[C:15](O)[CH:14]=1.O1C2C=CC=CC=2C[C:25]1=O. Product: [CH3:25][N:1]1[C:5]2=[N:6][CH:7]=[CH:8][CH:9]=[C:4]2[C:3]([CH:10]=[O:11])=[C:2]1[C:13]1[CH:18]=[CH:17][CH:16]=[CH:15][CH:14]=1. The catalyst class is: 811. (5) Reactant: [Cl:1][C:2]1[CH:32]=[CH:31][CH:30]=[C:29]([C:33]([F:36])([F:35])[F:34])[C:3]=1[C:4]([N:6]1[C:14]2[C:9](=[CH:10][CH:11]=[C:12]([C:15]([OH:17])=O)[CH:13]=2)[C:8]([C:18]2[CH:23]=[CH:22][C:21]([C:24]([O:26][CH3:27])=[O:25])=[CH:20][C:19]=2[F:28])=[CH:7]1)=[O:5].Cl.[NH:38]1[CH2:41][CH2:40][CH2:39]1.C1CN([P+](ON2N=NC3C=CC=NC2=3)(N2CCCC2)N2CCCC2)CC1.F[P-](F)(F)(F)(F)F. Product: [N:38]1([C:15]([C:12]2[CH:13]=[C:14]3[C:9]([C:8]([C:18]4[CH:23]=[CH:22][C:21]([C:24]([O:26][CH3:27])=[O:25])=[CH:20][C:19]=4[F:28])=[CH:7][N:6]3[C:4](=[O:5])[C:3]3[C:29]([C:33]([F:34])([F:36])[F:35])=[CH:30][CH:31]=[CH:32][C:2]=3[Cl:1])=[CH:10][CH:11]=2)=[O:17])[CH2:41][CH2:40][CH2:39]1. The catalyst class is: 91. (6) Reactant: [CH2:1]([NH:4][C:5]([C:7]1[NH:8][C:9]2[C:14]([C:15]=1[C:16]1[CH:21]=[CH:20][CH:19]=[CH:18][CH:17]=1)=[CH:13][C:12]([NH2:22])=[CH:11][CH:10]=2)=[O:6])[CH2:2][CH3:3].[CH3:23][S:24]([C:27]1[CH:32]=[CH:31][C:30]([S:33](Cl)(=[O:35])=[O:34])=[CH:29][CH:28]=1)(=[O:26])=[O:25]. Product: [CH2:1]([NH:4][C:5]([C:7]1[NH:8][C:9]2[C:14]([C:15]=1[C:16]1[CH:21]=[CH:20][CH:19]=[CH:18][CH:17]=1)=[CH:13][C:12]([NH:22][S:33]([C:30]1[CH:29]=[CH:28][C:27]([S:24]([CH3:23])(=[O:26])=[O:25])=[CH:32][CH:31]=1)(=[O:35])=[O:34])=[CH:11][CH:10]=2)=[O:6])[CH2:2][CH3:3]. The catalyst class is: 195.